From a dataset of Forward reaction prediction with 1.9M reactions from USPTO patents (1976-2016). Predict the product of the given reaction. Given the reactants [NH:1]1[CH2:6][CH2:5][CH2:4][C@@H:3]([N:7]2[CH:11]=[C:10]([O:12][C:13]3[N:14]=[C:15]([OH:23])[C:16]4[CH:22]=[CH:21][N:20]=[CH:19][C:17]=4[N:18]=3)[CH:9]=[N:8]2)[CH2:2]1.Cl[CH2:25][CH2:26][S:27](CCCl)(=[O:29])=[O:28], predict the reaction product. The product is: [CH2:26]([S:27]([N:1]1[CH2:6][CH2:5][CH2:4][C@@H:3]([N:7]2[CH:11]=[C:10]([O:12][C:13]3[N:14]=[C:15]([OH:23])[C:16]4[CH:22]=[CH:21][N:20]=[CH:19][C:17]=4[N:18]=3)[CH:9]=[N:8]2)[CH2:2]1)(=[O:29])=[O:28])[CH3:25].